This data is from Catalyst prediction with 721,799 reactions and 888 catalyst types from USPTO. The task is: Predict which catalyst facilitates the given reaction. (1) Reactant: CS[C:3]1[N:8]=[C:7]([C:9]2[N:13]3[CH2:14][CH2:15][CH2:16][N:12]3[C:11](=[O:17])[C:10]=2[O:18][C:19]2[CH:24]=[CH:23][CH:22]=[CH:21][C:20]=2[CH3:25])[CH:6]=[CH:5][N:4]=1.O[O:27][S:28]([O-:30])=O.[K+].S([O-])(O[O-])(=O)=O.[K+].[K+].[C:40]([O-])(O)=O.[Na+]. Product: [CH3:40][S:28]([C:3]1[N:8]=[C:7]([C:9]2[N:13]3[CH2:14][CH2:15][CH2:16][N:12]3[C:11](=[O:17])[C:10]=2[O:18][C:19]2[CH:24]=[CH:23][CH:22]=[CH:21][C:20]=2[CH3:25])[CH:6]=[CH:5][N:4]=1)(=[O:30])=[O:27]. The catalyst class is: 278. (2) Reactant: Cl[C:2]1[N:7]=[C:6]([NH:8][CH:9]2[CH2:25][CH2:24][C:12]3([CH2:16][N:15]([C:17]([O:19][C:20]([CH3:23])([CH3:22])[CH3:21])=[O:18])[CH2:14][CH2:13]3)[CH2:11][CH2:10]2)[C:5]([CH3:26])=[CH:4][N:3]=1.Cl.[CH3:28][N:29]1[CH:33]=[C:32]([NH2:34])[CH:31]=[N:30]1.CCN(C(C)C)C(C)C. Product: [CH3:26][C:5]1[C:6]([NH:8][CH:9]2[CH2:25][CH2:24][C:12]3([CH2:16][N:15]([C:17]([O:19][C:20]([CH3:23])([CH3:22])[CH3:21])=[O:18])[CH2:14][CH2:13]3)[CH2:11][CH2:10]2)=[N:7][C:2]([NH:34][C:32]2[CH:31]=[N:30][N:29]([CH3:28])[CH:33]=2)=[N:3][CH:4]=1. The catalyst class is: 114.